This data is from Full USPTO retrosynthesis dataset with 1.9M reactions from patents (1976-2016). The task is: Predict the reactants needed to synthesize the given product. (1) Given the product [Cl:23][CH2:21][C:13]1[CH:12]=[C:9]([CH:8]=[CH:7][C:6]=1[O:5][CH2:1][CH:2]([CH3:4])[CH3:3])[CH:10]=[O:11], predict the reactants needed to synthesize it. The reactants are: [CH2:1]([O:5][C:6]1[CH:13]=[CH:12][C:9]([CH:10]=[O:11])=[CH:8][CH:7]=1)[CH:2]([CH3:4])[CH3:3].[Cl-].[Al+3].[Cl-].[Cl-].COC[C:21]([Cl:23])=O. (2) Given the product [ClH:23].[CH2:1]([O:8][CH2:9][C@H:10]1[CH2:14][CH2:13][C@@H:12]([NH2:15])[CH2:11]1)[C:2]1[CH:7]=[CH:6][CH:5]=[CH:4][CH:3]=1, predict the reactants needed to synthesize it. The reactants are: [CH2:1]([O:8][CH2:9][C@H:10]1[CH2:14][CH2:13][C@@H:12]([NH:15]C(=O)OC(C)(C)C)[CH2:11]1)[C:2]1[CH:7]=[CH:6][CH:5]=[CH:4][CH:3]=1.[ClH:23]. (3) Given the product [F:15][C:5]1[CH:4]=[C:3]([CH2:2][C:18]2[CH:19]=[CH:20][S:16][CH:17]=2)[CH:8]=[CH:7][C:6]=1[CH:9]([CH3:14])[C:10]([OH:12])=[O:11], predict the reactants needed to synthesize it. The reactants are: Br[CH2:2][C:3]1[CH:8]=[CH:7][C:6]([CH:9]([CH3:14])[C:10]([O:12]C)=[O:11])=[C:5]([F:15])[CH:4]=1.[S:16]1[CH:20]=[CH:19][CH:18]=[C:17]1B(O)O.C(=O)([O-])[O-].[Na+].[Na+]. (4) Given the product [CH3:26][O:27][C:28]1[CH:33]=[C:32]([C:2]2[CH:20]=[CH:19][C:5]([CH2:6][O:7][C:8]3[CH:9]=[C:10]([CH2:14][CH2:15][C:16]([OH:18])=[O:17])[CH:11]=[CH:12][CH:13]=3)=[CH:4][C:3]=2[O:21][C:22]([F:25])([F:24])[F:23])[CH:31]=[CH:30][CH:29]=1, predict the reactants needed to synthesize it. The reactants are: Cl[C:2]1[CH:20]=[CH:19][C:5]([CH2:6][O:7][C:8]2[CH:9]=[C:10]([CH2:14][CH2:15][C:16]([OH:18])=[O:17])[CH:11]=[CH:12][CH:13]=2)=[CH:4][C:3]=1[O:21][C:22]([F:25])([F:24])[F:23].[CH3:26][O:27][C:28]1[CH:29]=[C:30](B(O)O)[CH:31]=[CH:32][CH:33]=1. (5) The reactants are: Cl[C:2]1[C:7]([C:8]([N:10]([CH2:32][CH:33]([CH3:35])[CH3:34])[C@H:11]2[CH2:16][C@@H:15]([C:17]([N:19]3[CH2:24][CH2:23][O:22][CH2:21][CH2:20]3)=[O:18])[CH2:14][N:13](C(OC(C)(C)C)=O)[CH2:12]2)=[O:9])=[CH:6][CH:5]=[C:4]([C:36]([F:39])([F:38])[F:37])[N:3]=1.C(N(C(C)C)CC)(C)C.[CH3:49][O:50][CH2:51][CH2:52][CH2:53][NH2:54]. Given the product [CH3:49][O:50][CH2:51][CH2:52][CH2:53][NH:54][C:2]1[C:7]([C:8]([N:10]([CH2:32][CH:33]([CH3:34])[CH3:35])[C@H:11]2[CH2:16][C@@H:15]([C:17]([N:19]3[CH2:20][CH2:21][O:22][CH2:23][CH2:24]3)=[O:18])[CH2:14][NH:13][CH2:12]2)=[O:9])=[CH:6][CH:5]=[C:4]([C:36]([F:38])([F:37])[F:39])[N:3]=1, predict the reactants needed to synthesize it. (6) Given the product [I:1][CH2:2][C:3]([NH:26][CH2:25][CH2:24][O:23][CH2:22][CH2:21][O:20][CH2:19][CH2:18][NH:17][C:10](=[O:11])[O:12][C:13]([CH3:16])([CH3:15])[CH3:14])=[O:4], predict the reactants needed to synthesize it. The reactants are: [I:1][CH2:2][C:3](O[C:3](=[O:4])[CH2:2][I:1])=[O:4].[C:10]([NH:17][CH2:18][CH2:19][O:20][CH2:21][CH2:22][O:23][CH2:24][CH2:25][NH2:26])([O:12][C:13]([CH3:16])([CH3:15])[CH3:14])=[O:11].C(OCC)(=O)C.CO. (7) Given the product [C:25]([OH:27])(=[O:26])[C:24]1[CH:29]=[CH:30][CH:31]=[CH:22][CH:23]=1, predict the reactants needed to synthesize it. The reactants are: O(C1C=CC(NC2N=CN=C(N[C:22]3[CH:23]=[C:24]([CH:29]=[CH:30][CH:31]=3)[C:25]([O:27]C)=[O:26])C=2)=CC=1)C1C=CC=CC=1.[Li+].[OH-]. (8) Given the product [I:1][C:2]1[C:10]([N+:11]([O-:13])=[O:12])=[CH:9][CH:8]=[CH:7][C:3]=1[C:4]([O:6][CH3:19])=[O:5], predict the reactants needed to synthesize it. The reactants are: [I:1][C:2]1[C:10]([N+:11]([O-:13])=[O:12])=[CH:9][CH:8]=[CH:7][C:3]=1[C:4]([OH:6])=[O:5].S(=O)(=O)(O)O.[CH3:19]O. (9) Given the product [C:7]([O:11][C:12](=[O:26])[NH:13][CH2:14][C:15]12[CH2:24][CH:19]3[CH2:20][CH:21]([CH2:23][CH:17]([CH:18]3[C:37]#[N:38])[CH2:16]1)[CH2:22]2)([CH3:10])([CH3:9])[CH3:8], predict the reactants needed to synthesize it. The reactants are: CC([O-])(C)C.[K+].[C:7]([O:11][C:12](=[O:26])[NH:13][CH2:14][C:15]12[CH2:24][CH:19]3[CH2:20][CH:21]([CH2:23][CH:17]([CH:18]3O)[CH2:16]1)[CH2:22]2)([CH3:10])([CH3:9])[CH3:8].CC1C=CC(S([CH2:37][N+:38]#[C-])(=O)=O)=CC=1.CCO. (10) Given the product [F:23][C:19]1[CH:18]=[C:17]([CH:22]=[CH:21][CH:20]=1)[CH2:16][N:12]1[C:11]2[CH2:10][CH2:9][CH:8]([NH:24][C:25](=[O:29])[CH:26]([CH3:27])[CH3:28])[CH2:7][C:6]=2[C:5]2[C:13]1=[CH:14][CH:15]=[C:3]([C:1](=[S:32])[NH2:2])[CH:4]=2, predict the reactants needed to synthesize it. The reactants are: [C:1]([C:3]1[CH:4]=[C:5]2[C:13](=[CH:14][CH:15]=1)[N:12]([CH2:16][C:17]1[CH:22]=[CH:21][CH:20]=[C:19]([F:23])[CH:18]=1)[C:11]1[CH2:10][CH2:9][CH:8]([NH:24][C:25](=[O:29])[CH:26]([CH3:28])[CH3:27])[CH2:7][C:6]2=1)#[N:2].C(N)(=[S:32])C.C([O-])(O)=O.[Na+].